Dataset: Reaction yield outcomes from USPTO patents with 853,638 reactions. Task: Predict the reaction yield, written as a fraction of the theoretical maximum amount of product (1.0 means a 100% yield; for example, 0.34 means a 34% yield). (1) The reactants are [Cl:1][C:2]1[CH:3]=[C:4]([C@@H:12]([CH2:22][CH:23]2[CH2:27][CH2:26][CH2:25][CH2:24]2)[C:13]([NH:15][C:16]2[CH:20]=[CH:19][N:18]([CH3:21])[N:17]=2)=[O:14])[CH:5]=[CH:6][C:7]=1[S:8]([CH3:11])(=[O:10])=[O:9].C(Cl)(=O)C(Cl)=O.N1[C:39]([CH3:40])=[CH:38][CH:37]=[CH:36][C:35]=1[CH3:41].C(N1C=CC(N)=N1)CC1C=CC=CC=1. The catalyst is C(Cl)Cl. The product is [Cl:1][C:2]1[CH:3]=[C:4]([C@@H:12]([CH2:22][CH:23]2[CH2:24][CH2:25][CH2:26][CH2:27]2)[C:13]([NH:15][C:16]2[CH:20]=[CH:19][N:18]([CH2:21][CH2:41][C:35]3[CH:40]=[CH:39][CH:38]=[CH:37][CH:36]=3)[N:17]=2)=[O:14])[CH:5]=[CH:6][C:7]=1[S:8]([CH3:11])(=[O:10])=[O:9]. The yield is 0.890. (2) The product is [Si:1]([O:8][CH2:9][C@H:10]([CH2:26][CH2:27][CH2:28][O:29][S:38]([CH3:37])(=[O:40])=[O:39])[CH2:11][C@H:12]1[CH2:16][O:15][C:14]([CH3:18])([CH3:17])[N:13]1[C:19]([O:21][C:22]([CH3:25])([CH3:24])[CH3:23])=[O:20])([C:4]([CH3:7])([CH3:6])[CH3:5])([CH3:3])[CH3:2]. The catalyst is C(Cl)Cl. The yield is 1.00. The reactants are [Si:1]([O:8][CH2:9][C@H:10]([CH2:26][CH2:27][CH2:28][OH:29])[CH2:11][C@H:12]1[CH2:16][O:15][C:14]([CH3:18])([CH3:17])[N:13]1[C:19]([O:21][C:22]([CH3:25])([CH3:24])[CH3:23])=[O:20])([C:4]([CH3:7])([CH3:6])[CH3:5])([CH3:3])[CH3:2].CCN(CC)CC.[CH3:37][S:38](Cl)(=[O:40])=[O:39]. (3) The reactants are [CH2:1]([P:3]([CH2:6][CH2:7][OH:8])(=[O:5])[OH:4])[CH3:2].[O-]CCCC.[O-]CCCC.[O-]CCCC.[O-]CCCC.[Ti+4:29]. The catalyst is C1(C)C=CC=CC=1. The product is [Ti+4:29].[CH2:1]([P:3]([CH2:6][CH2:7][OH:8])(=[O:4])[O-:5])[CH3:2].[CH2:1]([P:3]([CH2:6][CH2:7][OH:8])(=[O:4])[O-:5])[CH3:2].[CH2:1]([P:3]([CH2:6][CH2:7][OH:8])(=[O:4])[O-:5])[CH3:2].[CH2:1]([P:3]([CH2:6][CH2:7][OH:8])(=[O:4])[O-:5])[CH3:2]. The yield is 0.910. (4) The reactants are FC(F)(F)C(O)=O.[CH3:8][O:9][N:10]=[CH:11][C:12]1[C:13]([NH2:25])=[N:14][CH:15]=[N:16][C:17]=1[N:18]1[CH2:23][CH2:22][CH:21]([NH2:24])[CH2:20][CH2:19]1.[N+](C1C=CC([O:35][C:36](=O)[NH:37][C:38]2[CH:43]=[CH:42][C:41]([N:44]3[CH2:49][CH2:48][CH2:47][CH2:46][CH2:45]3)=[CH:40][CH:39]=2)=CC=1)([O-])=O.CCN(C(C)C)C(C)C. The catalyst is CC#N. The product is [NH2:25][C:13]1[N:14]=[CH:15][N:16]=[C:17]([N:18]2[CH2:23][CH2:22][CH:21]([NH:24][C:36]([NH:37][C:38]3[CH:39]=[CH:40][C:41]([N:44]4[CH2:49][CH2:48][CH2:47][CH2:46][CH2:45]4)=[CH:42][CH:43]=3)=[O:35])[CH2:20][CH2:19]2)[C:12]=1[CH:11]=[N:10][O:9][CH3:8]. The yield is 0.520. (5) The reactants are [CH3:1][O:2][CH2:3][CH2:4][NH:5][CH2:6][CH2:7][O:8][CH3:9].F[C:11]1[CH:19]=[CH:18][C:14]([C:15]([OH:17])=[O:16])=[CH:13][C:12]=1[N+:20]([O-:22])=[O:21]. The catalyst is CCO. The product is [CH3:1][O:2][CH2:3][CH2:4][N:5]([CH2:6][CH2:7][O:8][CH3:9])[C:11]1[CH:19]=[CH:18][C:14]([C:15]([OH:17])=[O:16])=[CH:13][C:12]=1[N+:20]([O-:22])=[O:21]. The yield is 0.940.